Dataset: Reaction yield outcomes from USPTO patents with 853,638 reactions. Task: Predict the reaction yield, written as a fraction of the theoretical maximum amount of product (1.0 means a 100% yield; for example, 0.34 means a 34% yield). (1) The reactants are [Br:1][C:2]1[CH:7]=[CH:6][N:5]=[C:4]([NH2:8])[CH:3]=1.N1C=CC=CC=1.[CH:15]1([C:18](Cl)=[O:19])[CH2:17][CH2:16]1. The catalyst is C(Cl)Cl. The product is [Br:1][C:2]1[CH:7]=[CH:6][N:5]=[C:4]([NH:8][C:18]([CH:15]2[CH2:17][CH2:16]2)=[O:19])[CH:3]=1. The yield is 0.800. (2) The reactants are [NH2:1][C:2]1[CH:7]=[CH:6][C:5]([C:8]2[CH:13]=[CH:12][C:11]([C:14]([F:17])([F:16])[F:15])=[CH:10][CH:9]=2)=[CH:4][C:3]=1[NH:18][CH2:19][CH2:20][C:21]([O:23]CC)=O. The catalyst is C(O)(=O)C. The product is [F:17][C:14]([F:16])([F:15])[C:11]1[CH:10]=[CH:9][C:8]([C:5]2[CH:6]=[CH:7][C:2]3[NH:1][C:21](=[O:23])[CH2:20][CH2:19][NH:18][C:3]=3[CH:4]=2)=[CH:13][CH:12]=1. The yield is 0.480. (3) The reactants are [CH2:1]([OH:4])[CH2:2][OH:3].[H-].[Na+].Br[CH2:8][C:9]1[CH:14]=[CH:13][C:12]([C:15]([CH3:18])([CH3:17])[CH3:16])=[CH:11][CH:10]=1.O. The catalyst is C1COCC1.[N+](CCCC)(CCCC)(CCCC)CCCC.[I-].CCOC(C)=O. The product is [CH3:18][C:15]([C:12]1[CH:11]=[CH:10][C:9]([CH2:8][O:3][CH2:2][CH2:1][OH:4])=[CH:14][CH:13]=1)([CH3:16])[CH3:17]. The yield is 0.510.